Dataset: Full USPTO retrosynthesis dataset with 1.9M reactions from patents (1976-2016). Task: Predict the reactants needed to synthesize the given product. (1) Given the product [CH:1]1[CH:2]=[C:3]2[CH:25]=[CH:24][C:23]([CH:26]3[C:27](=[O:28])[C:29]4[C:30](=[CH:33][CH:34]=[CH:35][CH:36]=4)[C:31]3=[O:32])=[N:22][C:4]2=[CH:5][CH:6]=1, predict the reactants needed to synthesize it. The reactants are: [CH:1]1[CH:6]=[C:5](N2C(=O)C3C(Cl)=C(Cl)C(Cl)=C(Cl)C=3C2=O)[C:4]2[N:22]=[C:23]([CH:26]3[C:31](=[O:32])[C:30]4[C:33](Cl)=[C:34](Cl)[C:35](Cl)=[C:36](Cl)[C:29]=4[C:27]3=[O:28])[CH:24]=[CH:25][C:3]=2[CH:2]=1.S(=O)(=O)(O)O. (2) Given the product [CH3:4][CH2:5][O:22][C:20]([CH3:21])=[O:23].[CH3:8][CH2:9][CH2:4][CH2:5][CH2:6][CH3:7], predict the reactants needed to synthesize it. The reactants are: BrBr.F[C:4]1[CH:9]=[CH:8][C:7]([C:4]2[CH:9]=[CH:8][C:7](OC)=[C:6](OC)[CH:5]=2)=[CH:6][CH:5]=1.[C:20]([OH:23])(=[O:22])[CH3:21]. (3) Given the product [Cl:11][C:10]1[CH:2]=[C:3]([CH:7]=[CH:8][CH:9]=1)[C:4]([NH:20][C:19]1[N:15]([CH2:12][CH2:13][CH3:14])[N:16]=[N:17][N:18]=1)=[O:6], predict the reactants needed to synthesize it. The reactants are: N[C:2]1[C:10]([Cl:11])=[CH:9][CH:8]=[CH:7][C:3]=1[C:4]([OH:6])=O.[CH2:12]([N:15]1[C:19]([NH2:20])=[N:18][N:17]=[N:16]1)[CH2:13][CH3:14]. (4) The reactants are: C1(CCOC2C=CC(C(NC(CC3C=CC(CCC)=CC=3)C(NCCO)=O)=O)=CC=2)CC1.[CH:33]1([CH2:36][O:37][C:38]2[CH:64]=[CH:63][C:41]([C:42]([NH:44]/[C:45](/[C:57]([NH:59][CH2:60][CH2:61][OH:62])=[O:58])=[CH:46]\[C:47]3[CH:52]=[CH:51][C:50]([O:53][CH:54]([F:56])[F:55])=[CH:49][CH:48]=3)=[O:43])=[CH:40][CH:39]=2)[CH2:35][CH2:34]1. Given the product [CH:33]1([CH2:36][O:37][C:38]2[CH:64]=[CH:63][C:41]([C:42]([NH:44][CH:45]([CH2:46][C:47]3[CH:48]=[CH:49][C:50]([O:53][CH:54]([F:56])[F:55])=[CH:51][CH:52]=3)[C:57]([NH:59][CH2:60][CH2:61][OH:62])=[O:58])=[O:43])=[CH:40][CH:39]=2)[CH2:35][CH2:34]1, predict the reactants needed to synthesize it. (5) Given the product [OH:11][CH2:12][CH2:13][O:1][C:2]1[CH:9]=[CH:8][C:5]([CH:6]=[CH2:16])=[CH:4][CH:3]=1, predict the reactants needed to synthesize it. The reactants are: [OH:1][C:2]1[CH:9]=[CH:8][C:5]([CH:6]=O)=[CH:4][CH:3]=1.C1(=O)O[CH2:13][CH2:12][O:11]1.[C:16](=O)([O-])[O-].[K+].[K+]. (6) The reactants are: CI.CN([CH2:6][C:7]1[N:11]2[CH:12]=[C:13]([N:26]3[CH:30]=[N:29][CH:28]=[N:27]3)[CH:14]=[C:15]([NH:16][CH2:17][C:18]3[C:23]([CH3:24])=[CH:22][CH:21]=[CH:20][C:19]=3[CH3:25])[C:10]2=[N:9][C:8]=1[CH3:31])C.C([OH:34])C. Given the product [CH3:24][C:23]1[CH:22]=[CH:21][CH:20]=[C:19]([CH3:25])[C:18]=1[CH2:17][NH:16][C:15]1[C:10]2[N:11]([C:7]([CH2:6][OH:34])=[C:8]([CH3:31])[N:9]=2)[CH:12]=[C:13]([N:26]2[CH:30]=[N:29][CH:28]=[N:27]2)[CH:14]=1, predict the reactants needed to synthesize it. (7) Given the product [CH3:73][NH:72][S:69]([C:66]1[CH:67]=[CH:68][C:63]([CH2:62][NH:61][C:18]([C:4]2[C:5]3[CH:6]=[N:7][N:8]([C:11]4[CH:12]=[CH:13][C:14]([F:17])=[CH:15][CH:16]=4)[C:9]=3[CH:10]=[C:2]([Br:1])[CH:3]=2)=[O:20])=[CH:64][CH:65]=1)(=[O:70])=[O:71], predict the reactants needed to synthesize it. The reactants are: [Br:1][C:2]1[CH:3]=[C:4]([C:18]([OH:20])=O)[C:5]2[CH:6]=[N:7][N:8]([C:11]3[CH:16]=[CH:15][C:14]([F:17])=[CH:13][CH:12]=3)[C:9]=2[CH:10]=1.C1CN([P+](ON2N=NC3C=CC=CC2=3)(N2CCCC2)N2CCCC2)CC1.F[P-](F)(F)(F)(F)F.C(N(CC)CC)C.[NH2:61][CH2:62][C:63]1[CH:68]=[CH:67][C:66]([S:69]([NH:72][CH3:73])(=[O:71])=[O:70])=[CH:65][CH:64]=1.